This data is from Forward reaction prediction with 1.9M reactions from USPTO patents (1976-2016). The task is: Predict the product of the given reaction. (1) Given the reactants C[C:2]1[C:6](C)=[C:5]([NH:8][C:9](=[O:16])OCC(Cl)(Cl)Cl)O[N:3]=1.[C:17]1([C:23]2[N:27]=[C:26]([N:28]3[CH2:33][CH2:32][NH:31][CH2:30][CH2:29]3)[S:25][N:24]=2)[CH:22]=[CH:21][CH:20]=[CH:19][CH:18]=1.[CH:34]([N:37](C(C)C)CC)(C)[CH3:35].O, predict the reaction product. The product is: [CH2:34]([N:37]1[C:5]([NH:8][C:9]([N:31]2[CH2:32][CH2:33][N:28]([C:26]3[S:25][N:24]=[C:23]([C:17]4[CH:18]=[CH:19][CH:20]=[CH:21][CH:22]=4)[N:27]=3)[CH2:29][CH2:30]2)=[O:16])=[CH:6][CH:2]=[N:3]1)[CH3:35]. (2) Given the reactants [NH:1]1[CH2:6][CH2:5][CH2:4][CH2:3][C@@H:2]1[C:7]1[CH:11]=[C:10]([C:12]2[CH:13]=[C:14]([CH:17]=[CH:18][CH:19]=2)[C:15]#[N:16])[O:9][N:8]=1.[CH3:20][N:21]=[C:22]=[S:23], predict the reaction product. The product is: [CH3:20][NH:21][C:22]([N:1]1[CH2:6][CH2:5][CH2:4][CH2:3][C@@H:2]1[C:7]1[CH:11]=[C:10]([C:12]2[CH:19]=[CH:18][CH:17]=[C:14]([C:15]#[N:16])[CH:13]=2)[O:9][N:8]=1)=[S:23].